This data is from Full USPTO retrosynthesis dataset with 1.9M reactions from patents (1976-2016). The task is: Predict the reactants needed to synthesize the given product. (1) The reactants are: [CH3:1][O:2][C:3](=[O:15])[CH:4]([O:13][CH3:14])[CH2:5][C:6]1[CH:11]=[CH:10][CH:9]=[C:8]([OH:12])[CH:7]=1.C(OC(=O)[C@@H](OC)CC1C=CC(O[CH2:29][C:30]([O:32][C:33]([CH3:36])([CH3:35])[CH3:34])=[O:31])=CC=1)C. Given the product [CH3:1][O:2][C:3](=[O:15])[CH:4]([O:13][CH3:14])[CH2:5][C:6]1[CH:11]=[CH:10][CH:9]=[C:8]([O:12][CH2:29][C:30]([O:32][C:33]([CH3:36])([CH3:35])[CH3:34])=[O:31])[CH:7]=1, predict the reactants needed to synthesize it. (2) Given the product [C:1]1([CH3:24])[CH:6]=[C:5]([CH3:7])[CH:4]=[C:3]([CH3:8])[C:2]=1[N:9]1[C:10]2[C:19](=[O:20])[NH:26][NH:27][C:14](=[O:15])[C:11]=2[CH:12]=[CH:13]1, predict the reactants needed to synthesize it. The reactants are: [C:1]1([CH3:24])[CH:6]=[C:5]([CH3:7])[CH:4]=[C:3]([CH3:8])[C:2]=1[N:9]1[CH:13]=[CH:12][C:11]([C:14](OCC)=[O:15])=[C:10]1[C:19](OCC)=[O:20].O.[NH2:26][NH2:27].Cl. (3) Given the product [CH:17]1([C:7]2([OH:11])[C:8]3[C:4](=[CH:3][C:2]([F:1])=[CH:10][CH:9]=3)[CH2:5][CH2:6]2)[CH2:19][CH2:18]1, predict the reactants needed to synthesize it. The reactants are: [F:1][C:2]1[CH:3]=[C:4]2[C:8](=[CH:9][CH:10]=1)[C:7](=[O:11])[CH2:6][CH2:5]2.C(OCC)C.[CH:17]1([Mg]Br)[CH2:19][CH2:18]1. (4) Given the product [S:5]1[C:6]2[CH:24]=[CH:33][CH:34]=[CH:1][C:2]=2[N:3]=[C:4]1[C:8]1[CH:13]=[CH:12][C:11]([S:14]([NH:17][CH2:18][CH2:19][C:20]([F:23])([F:22])[F:21])(=[O:16])=[O:15])=[CH:10][CH:9]=1, predict the reactants needed to synthesize it. The reactants are: [CH3:1][C:2]1[N:3]=[CH:4][S:5][CH:6]=1.I[C:8]1[CH:13]=[CH:12][C:11]([S:14]([NH:17][CH2:18][CH2:19][C:20]([F:23])([F:22])[F:21])(=[O:16])=[O:15])=[CH:10][CH:9]=1.[CH3:24]N(C=O)C.C(O[CH2:33][CH3:34])(=O)C. (5) Given the product [Cl:23][C:20]1[CH:21]=[C:22]([C:2]2([OH:1])[CH2:7][CH2:6][CH2:5][N:4]([C:8]([O:10][C:11]([CH3:14])([CH3:13])[CH3:12])=[O:9])[CH2:3]2)[CH:17]=[CH:18][C:19]=1[Cl:24], predict the reactants needed to synthesize it. The reactants are: [O:1]=[C:2]1[CH2:7][CH2:6][CH2:5][N:4]([C:8]([O:10][C:11]([CH3:14])([CH3:13])[CH3:12])=[O:9])[CH2:3]1.Br[Mg][C:17]1[CH:22]=[CH:21][C:20]([Cl:23])=[C:19]([Cl:24])[CH:18]=1.